From a dataset of Full USPTO retrosynthesis dataset with 1.9M reactions from patents (1976-2016). Predict the reactants needed to synthesize the given product. (1) The reactants are: CS(O[CH2:6][CH2:7][CH2:8][C:9]1[C:33]([O:34][CH3:35])=[CH:32][C:12]2[C@@H:13]([C:26]3[CH:31]=[CH:30][CH:29]=[CH:28][CH:27]=3)[NH:14][C@@:15]([CH2:22][CH2:23][CH2:24][CH3:25])([CH2:20][CH3:21])[CH2:16][S:17](=[O:19])(=[O:18])[C:11]=2[CH:10]=1)(=O)=O.[C-:36]#[N:37].[Na+]. Given the product [CH2:22]([C@@:15]1([CH2:20][CH3:21])[NH:14][C@H:13]([C:26]2[CH:27]=[CH:28][CH:29]=[CH:30][CH:31]=2)[C:12]2[CH:32]=[C:33]([O:34][CH3:35])[C:9]([CH2:8][CH2:7][CH2:6][C:36]#[N:37])=[CH:10][C:11]=2[S:17](=[O:18])(=[O:19])[CH2:16]1)[CH2:23][CH2:24][CH3:25], predict the reactants needed to synthesize it. (2) Given the product [Cl:1][C:2]1[CH:7]=[CH:6][C:5]([N:8]2[CH2:9][CH2:10][N:11]([C:14](=[O:28])[CH2:15][N:16]3[C:20]4=[N:21][CH:22]=[C:23]([NH2:25])[CH:24]=[C:19]4[CH:18]=[N:17]3)[CH2:12][CH2:13]2)=[CH:4][C:3]=1[O:29][CH3:30], predict the reactants needed to synthesize it. The reactants are: [Cl:1][C:2]1[CH:7]=[CH:6][C:5]([N:8]2[CH2:13][CH2:12][N:11]([C:14](=[O:28])[CH2:15][N:16]3[C:20]4=[N:21][CH:22]=[C:23]([N+:25]([O-])=O)[CH:24]=[C:19]4[CH:18]=[N:17]3)[CH2:10][CH2:9]2)=[CH:4][C:3]=1[O:29][CH3:30]. (3) Given the product [CH3:29][O:30][CH2:31][CH2:32][C:33]([NH:25][C@H:22]1[CH2:21][CH2:20][C@H:19]([CH2:18][CH2:17][N:14]2[CH2:13][CH2:12][N:11]([C:8]3[C:7]4[CH:26]=[CH:27][O:28][C:6]=4[C:5]([CH3:4])=[CH:10][N:9]=3)[CH2:16][CH2:15]2)[CH2:24][CH2:23]1)=[O:34], predict the reactants needed to synthesize it. The reactants are: Cl.Cl.Cl.[CH3:4][C:5]1[C:6]2[O:28][CH:27]=[CH:26][C:7]=2[C:8]([N:11]2[CH2:16][CH2:15][N:14]([CH2:17][CH2:18][C@H:19]3[CH2:24][CH2:23][C@H:22]([NH2:25])[CH2:21][CH2:20]3)[CH2:13][CH2:12]2)=[N:9][CH:10]=1.[CH3:29][O:30][CH2:31][CH2:32][C:33](O)=[O:34].